From a dataset of Forward reaction prediction with 1.9M reactions from USPTO patents (1976-2016). Predict the product of the given reaction. (1) Given the reactants C[O:2][C:3](=[O:15])[CH:4]=[CH:5][C:6]1[CH:11]=[CH:10][C:9]([CH3:12])=[C:8]([O:13][CH3:14])[CH:7]=1.[OH-].[Na+].O.CO, predict the reaction product. The product is: [CH3:14][O:13][C:8]1[CH:7]=[C:6]([CH:5]=[CH:4][C:3]([OH:15])=[O:2])[CH:11]=[CH:10][C:9]=1[CH3:12]. (2) Given the reactants C(=O)([O-])[O-].[K+].[K+].I[CH2:8][CH2:9][CH3:10].[Cl:11][C:12]1[CH:33]=[CH:32][C:15]([CH2:16][NH:17][C:18]([C:20]2[C:21]([OH:31])=[C:22]3[CH:28]=[C:27]([CH2:29][OH:30])[S:26][C:23]3=[N:24][CH:25]=2)=[O:19])=[CH:14][CH:13]=1, predict the reaction product. The product is: [Cl:11][C:12]1[CH:13]=[CH:14][C:15]([CH2:16][NH:17][C:18]([C:20]2[C:21](=[O:31])[C:22]3[CH:28]=[C:27]([CH2:29][OH:30])[S:26][C:23]=3[N:24]([CH2:8][CH2:9][CH3:10])[CH:25]=2)=[O:19])=[CH:32][CH:33]=1. (3) Given the reactants [NH2:1][C:2]1[CH:7]=[C:6]([Br:8])[C:5]([F:9])=[CH:4][C:3]=1[OH:10].Cl[CH2:12][C:13](=O)[CH3:14].C(=O)([O-])[O-].[K+].[K+], predict the reaction product. The product is: [Br:8][C:6]1[C:5]([F:9])=[CH:4][C:3]2[O:10][CH2:12][C:13]([CH3:14])=[N:1][C:2]=2[CH:7]=1.